Dataset: Reaction yield outcomes from USPTO patents with 853,638 reactions. Task: Predict the reaction yield, written as a fraction of the theoretical maximum amount of product (1.0 means a 100% yield; for example, 0.34 means a 34% yield). The reactants are [CH3:1][C:2]([O:5][C:6](=[O:23])[NH:7][C:8](=[N:15][C:16](=[O:22])[O:17][C:18]([CH3:21])([CH3:20])[CH3:19])[N:9]1[CH2:14][CH2:13][NH:12][CH2:11][CH2:10]1)([CH3:4])[CH3:3].Cl[C:25](Cl)([O:27]C(=O)OC(Cl)(Cl)Cl)Cl.C(N(CC)C(C)C)(C)C.[CH3:45][S:46]([N:49]1[CH2:54][CH2:53][N:52]([C@@H:55]2[CH2:59][NH:58][C@H:57]([C:60]([NH:62][C:63]3[CH:75]=[CH:74][C:66]([C:67]([O:69][C:70]([CH3:73])([CH3:72])[CH3:71])=[O:68])=[CH:65][CH:64]=3)=[O:61])[CH2:56]2)[CH2:51][CH2:50]1)(=[O:48])=[O:47]. The catalyst is C1COCC1. The product is [CH3:19][C:18]([O:17][C:16]([NH:15][C:8]([N:9]1[CH2:10][CH2:11][N:12]([C:25]([N:58]2[CH2:59][C@@H:55]([N:52]3[CH2:53][CH2:54][N:49]([S:46]([CH3:45])(=[O:48])=[O:47])[CH2:50][CH2:51]3)[CH2:56][C@H:57]2[C:60]([NH:62][C:63]2[CH:75]=[CH:74][C:66]([C:67]([O:69][C:70]([CH3:72])([CH3:71])[CH3:73])=[O:68])=[CH:65][CH:64]=2)=[O:61])=[O:27])[CH2:13][CH2:14]1)=[N:7][C:6]([O:5][C:2]([CH3:1])([CH3:3])[CH3:4])=[O:23])=[O:22])([CH3:21])[CH3:20]. The yield is 0.390.